This data is from Catalyst prediction with 721,799 reactions and 888 catalyst types from USPTO. The task is: Predict which catalyst facilitates the given reaction. (1) Reactant: C(OC(C1C=C(C2C=CC(C[S:19][CH2:20][CH2:21][OH:22])=CC=2)C=CC=1)=O)C.[CH2:23]([O:25][C:26]([C:28]1[CH:29]=[C:30]([C:34]2[CH:39]=[CH:38][CH:37]=[C:36]([CH2:40]Br)[CH:35]=2)[CH:31]=[CH:32][CH:33]=1)=[O:27])[CH3:24].SCCO.C(=O)([O-])[O-].[K+].[K+]. Product: [CH2:23]([O:25][C:26]([C:28]1[CH:29]=[C:30]([C:34]2[CH:39]=[CH:38][CH:37]=[C:36]([CH2:40][S:19][CH2:20][CH2:21][OH:22])[CH:35]=2)[CH:31]=[CH:32][CH:33]=1)=[O:27])[CH3:24]. The catalyst class is: 3. (2) Reactant: [C:1]([O:5][C:6]([N:8]1[CH2:12][CH2:11][C:10]([CH2:15][C:16](O)=[O:17])([C:13]#[N:14])[CH2:9]1)=[O:7])([CH3:4])([CH3:3])[CH3:2].CO. Product: [C:13]([C:10]1([CH2:15][CH2:16][OH:17])[CH2:11][CH2:12][N:8]([C:6]([O:5][C:1]([CH3:2])([CH3:3])[CH3:4])=[O:7])[CH2:9]1)#[N:14]. The catalyst class is: 1. (3) Reactant: C(OCC)C.[F:6][C:7]([F:14])([C:10]([F:13])([F:12])[F:11])[CH2:8][OH:9].[F:15][C:16]([F:29])([F:28])[S:17](O[S:17]([C:16]([F:29])([F:28])[F:15])(=[O:19])=[O:18])(=[O:19])=[O:18].Cl. Product: [F:15][C:16]([F:29])([F:28])[S:17]([O:9][CH2:8][C:7]([F:14])([F:6])[C:10]([F:13])([F:12])[F:11])(=[O:19])=[O:18]. The catalyst class is: 66.